Dataset: Full USPTO retrosynthesis dataset with 1.9M reactions from patents (1976-2016). Task: Predict the reactants needed to synthesize the given product. Given the product [O:34]1[CH2:35][CH2:36][CH2:37][CH2:38][CH:33]1[O:32][CH2:31][CH2:30][O:29][CH2:28][CH2:27][O:26][CH2:25][CH2:24][O:1][C@H:2]1[CH2:6][CH2:5][NH:4][CH2:3]1, predict the reactants needed to synthesize it. The reactants are: [OH:1][C@H:2]1[CH2:6][CH2:5][N:4](C(OCC2C=CC=CC=2)=O)[CH2:3]1.[H-].[Na+].CS(O[CH2:24][CH2:25][O:26][CH2:27][CH2:28][O:29][CH2:30][CH2:31][O:32][CH:33]1[CH2:38][CH2:37][CH2:36][CH2:35][O:34]1)(=O)=O.